This data is from Forward reaction prediction with 1.9M reactions from USPTO patents (1976-2016). The task is: Predict the product of the given reaction. (1) Given the reactants CON(C)[C:4]([C:6]1[N:7]=[CH:8][N:9]([C:11]2[CH:16]=[CH:15][CH:14]=[C:13]([C:17]3[C:18]([O:25][CH3:26])=[N:19][C:20]([O:23][CH3:24])=[N:21][CH:22]=3)[CH:12]=2)[CH:10]=1)=[O:5].Br[C:29]1[CH:30]=[C:31]([O:35][CH3:36])[CH:32]=[CH:33][CH:34]=1, predict the reaction product. The product is: [CH3:24][O:23][C:20]1[N:19]=[C:18]([O:25][CH3:26])[C:17]([C:13]2[CH:12]=[C:11]([N:9]3[CH:10]=[C:6]([C:4]([C:29]4[CH:34]=[CH:33][CH:32]=[C:31]([O:35][CH3:36])[CH:30]=4)=[O:5])[N:7]=[CH:8]3)[CH:16]=[CH:15][CH:14]=2)=[CH:22][N:21]=1. (2) Given the reactants [I:1][C:2]1[CH:9]=[C:8]([O:10][CH2:11][C:12]2[CH:17]=[CH:16][C:15]([O:18][CH3:19])=[CH:14][CH:13]=2)[CH:7]=[CH:6][C:3]=1[CH:4]=O.[CH3:20][C:21]([CH3:23])=[O:22].[OH-].[Na+], predict the reaction product. The product is: [I:1][C:2]1[CH:9]=[C:8]([O:10][CH2:11][C:12]2[CH:17]=[CH:16][C:15]([O:18][CH3:19])=[CH:14][CH:13]=2)[CH:7]=[CH:6][C:3]=1[CH:4]=[CH:20][C:21](=[O:22])[CH3:23]. (3) Given the reactants Br[CH2:2][C:3]1[CH:20]=[CH:19][C:18]2[C@@H:17]3[C@H:8]([C@H:9]4[C@@:13]([CH2:15][CH2:16]3)([CH3:14])[C@@H:12]([OH:21])[C@@H:11]([CH2:22][C:23]3[CH:24]=[C:25]([CH:29]=[CH:30][CH:31]=3)[C:26]([NH2:28])=[O:27])[CH2:10]4)[CH2:7][CH2:6][C:5]=2[CH:4]=1.[N-:32]=[N+]=[N-].[Na+].O, predict the reaction product. The product is: [NH2:32][CH2:2][C:3]1[CH:20]=[CH:19][C:18]2[C@@H:17]3[C@H:8]([C@H:9]4[C@@:13]([CH2:15][CH2:16]3)([CH3:14])[C@@H:12]([OH:21])[C@@H:11]([CH2:22][C:23]3[CH:24]=[C:25]([CH:29]=[CH:30][CH:31]=3)[C:26]([NH2:28])=[O:27])[CH2:10]4)[CH2:7][CH2:6][C:5]=2[CH:4]=1. (4) The product is: [CH3:27][N:7]([C:1]1[CH:2]=[CH:3][CH:4]=[CH:5][CH:6]=1)[C:8]([N:10]1[CH2:11][CH2:12][N:13]([CH2:16][C:17]2[CH:22]=[CH:21][C:20]([Br:23])=[C:19]([Br:24])[CH:18]=2)[CH2:14][CH2:15]1)=[O:9]. Given the reactants [C:1]1([NH:7][C:8]([N:10]2[CH2:15][CH2:14][N:13]([CH2:16][C:17]3[CH:22]=[CH:21][C:20]([Br:23])=[C:19]([Br:24])[CH:18]=3)[CH2:12][CH2:11]2)=[O:9])[CH:6]=[CH:5][CH:4]=[CH:3][CH:2]=1.[H-].[Na+].[CH3:27]N(C=O)C, predict the reaction product.